This data is from Catalyst prediction with 721,799 reactions and 888 catalyst types from USPTO. The task is: Predict which catalyst facilitates the given reaction. (1) Reactant: [Cl:1][C:2]1[N:7]=[C:6]([N:8]([CH3:29])[C:9]2[CH:18]=[CH:17][C:16]3[C:15]4[C:19]5[NH:26][CH2:25][C@@H:24]([CH3:27])[NH:23][C:22](=[O:28])[C:20]=5[S:21][C:14]=4[CH:13]=[CH:12][C:11]=3[N:10]=2)[C:5]([C:30]([NH:32]CC2C=CC(OC)=CC=2)=[O:31])=[CH:4][N:3]=1.FC(F)(F)C(O)=O.FC(F)(F)S(O)(=O)=O. Product: [Cl:1][C:2]1[N:7]=[C:6]([N:8]([CH3:29])[C:9]2[CH:18]=[CH:17][C:16]3[C:15]4[C:19]5[NH:26][CH2:25][C@@H:24]([CH3:27])[NH:23][C:22](=[O:28])[C:20]=5[S:21][C:14]=4[CH:13]=[CH:12][C:11]=3[N:10]=2)[C:5]([C:30]([NH2:32])=[O:31])=[CH:4][N:3]=1. The catalyst class is: 4. (2) Reactant: [CH:1]12[C:7]([CH3:9])([CH3:8])[CH:6]1[CH2:5][CH2:4][C:3]([CH3:10])=[CH:2]2.ClC1C=CC=C(C(OO)=[O:19])C=1. Product: [CH3:8][C:7]1([CH3:9])[CH:1]2[CH:2]3[O:19][C:3]3([CH3:10])[CH2:4][CH2:5][CH:6]12. The catalyst class is: 34. (3) Reactant: Br[C:2]1[CH:7]=[CH:6][C:5]([S:8]([NH:11][CH:12]2[CH2:14][CH2:13]2)(=[O:10])=[O:9])=[C:4]([C:15]([F:18])([F:17])[F:16])[CH:3]=1.[C:19]([C:21]1[N:25]([CH3:26])[C:24](B(O)O)=[CH:23][CH:22]=1)#[N:20].[F-].[K+].C(P(C(C)(C)C)C(C)(C)C)(C)(C)C. Product: [C:19]([C:21]1[N:25]([CH3:26])[C:24]([C:2]2[CH:7]=[CH:6][C:5]([S:8]([NH:11][CH:12]3[CH2:14][CH2:13]3)(=[O:10])=[O:9])=[C:4]([C:15]([F:18])([F:17])[F:16])[CH:3]=2)=[CH:23][CH:22]=1)#[N:20]. The catalyst class is: 110. (4) Reactant: [O:1]=[C:2]1[C@@H:8]2[CH2:9][CH2:10][C@H:11]([C:13]([O:15]C)=[O:14])[CH2:12][N:7]2[C:6](=[O:17])[C:5]2[CH:18]=[CH:19][CH:20]=[CH:21][C:4]=2[NH:3]1.[Li+].[OH-].Cl. Product: [O:1]=[C:2]1[C@@H:8]2[CH2:9][CH2:10][C@H:11]([C:13]([OH:15])=[O:14])[CH2:12][N:7]2[C:6](=[O:17])[C:5]2[CH:18]=[CH:19][CH:20]=[CH:21][C:4]=2[NH:3]1. The catalyst class is: 5. (5) Reactant: [CH3:1][C:2]1[NH:13][C:12]2[CH:11]=[CH:10][C:9]([Cl:14])=[CH:8][C:7]=2[S:4](=[O:6])(=[O:5])[N:3]=1.[OH-].[OH:16][CH2:17][CH2:18][N+:19]([CH3:22])([CH3:21])[CH3:20]. Product: [CH3:1][C:2]1[N-:3][S:4](=[O:5])(=[O:6])[C:7]2[CH:8]=[C:9]([Cl:14])[CH:10]=[CH:11][C:12]=2[N:13]=1.[CH3:20][N+:19]([CH2:18][CH2:17][OH:16])([CH3:22])[CH3:21]. The catalyst class is: 1.